Dataset: Reaction yield outcomes from USPTO patents with 853,638 reactions. Task: Predict the reaction yield, written as a fraction of the theoretical maximum amount of product (1.0 means a 100% yield; for example, 0.34 means a 34% yield). (1) The reactants are [C:1]([C:3]1[CH:4]=[C:5]2[C:10](=[CH:11][C:12]=1[O:13][CH2:14][CH2:15][O:16][CH3:17])[N:9]=[CH:8][CH:7]=[C:6]2[O:18][C:19]1[CH:24]=[CH:23][C:22]([NH:25][C:26](=O)[O:27]C2C=CC=CC=2)=[C:21]([F:35])[CH:20]=1)#[N:2].[NH2:36][C:37]1[S:38][CH:39]=[CH:40][N:41]=1.C(N(CC)CC)C.O. The catalyst is CN(C)C=O. The product is [C:1]([C:3]1[CH:4]=[C:5]2[C:10](=[CH:11][C:12]=1[O:13][CH2:14][CH2:15][O:16][CH3:17])[N:9]=[CH:8][CH:7]=[C:6]2[O:18][C:19]1[CH:24]=[CH:23][C:22]([NH:25][C:26]([NH:36][C:37]2[S:38][CH:39]=[CH:40][N:41]=2)=[O:27])=[C:21]([F:35])[CH:20]=1)#[N:2]. The yield is 0.570. (2) The reactants are [CH3:1][C:2]1[C:10]([N+:11]([O-:13])=[O:12])=[CH:9][CH:8]=[CH:7][C:3]=1[C:4]([OH:6])=[O:5].[Br:14]N1C(C)(C)C(=O)N(Br)C1=O. The catalyst is OS(O)(=O)=O. The product is [Br:14][C:8]1[CH:9]=[C:10]([N+:11]([O-:13])=[O:12])[C:2]([CH3:1])=[C:3]([CH:7]=1)[C:4]([OH:6])=[O:5]. The yield is 0.999.